Dataset: Full USPTO retrosynthesis dataset with 1.9M reactions from patents (1976-2016). Task: Predict the reactants needed to synthesize the given product. (1) Given the product [CH2:1]([N:5]1[C:9](=[S:39])[C:8]([NH:11][C:12]2[CH:17]=[CH:16][C:15]([O:18][CH:19]([F:21])[F:20])=[CH:14][CH:13]=2)=[C:7]([C:22]2[CH:27]=[CH:26][CH:25]=[CH:24][CH:23]=2)[S:6]1(=[O:29])=[O:28])[CH2:2][CH2:3][CH3:4], predict the reactants needed to synthesize it. The reactants are: [CH2:1]([N:5]1[C:9](=O)[C:8]([NH:11][C:12]2[CH:17]=[CH:16][C:15]([O:18][CH:19]([F:21])[F:20])=[CH:14][CH:13]=2)=[C:7]([C:22]2[CH:27]=[CH:26][CH:25]=[CH:24][CH:23]=2)[S:6]1(=[O:29])=[O:28])[CH2:2][CH2:3][CH3:4].COC1C=CC(P2(SP(C3C=CC(OC)=CC=3)(=S)S2)=[S:39])=CC=1. (2) Given the product [Cl:1][C:2]1[CH:3]=[CH:4][C:5]([N:8]2[C:12]3[N:13]=[C:14]([C:33]#[N:36])[N:15]=[C:16]([N:27]4[CH2:32][CH2:31][O:30][CH2:29][CH2:28]4)[C:11]=3[CH:10]=[CH:9]2)=[CH:6][CH:7]=1, predict the reactants needed to synthesize it. The reactants are: [Cl:1][C:2]1[CH:7]=[CH:6][C:5]([N:8]2[C:12]3[N:13]=[C:14](S(CC)(=O)=O)[N:15]=[C:16](S(CC)(=O)=O)[C:11]=3[CH:10]=[CH:9]2)=[CH:4][CH:3]=1.[NH:27]1[CH2:32][CH2:31][O:30][CH2:29][CH2:28]1.[CH:33]([N:36](CC)C(C)C)(C)C. (3) Given the product [CH2:14]([NH:13][C:11]([NH:10][C:8]1[S:9][C:5]2[CH:4]=[C:3]([O:17][CH3:18])[C:2]([C:29]3[CH:28]=[N:27][C:26]([N:23]4[CH2:24][CH2:25][C:20]([CH3:19])([C:41]([O:43][CH2:44][CH3:45])=[O:42])[CH2:21][CH2:22]4)=[N:31][CH:30]=3)=[CH:16][C:6]=2[N:7]=1)=[O:12])[CH3:15], predict the reactants needed to synthesize it. The reactants are: Br[C:2]1[C:3]([O:17][CH3:18])=[CH:4][C:5]2[S:9][C:8]([NH:10][C:11]([NH:13][CH2:14][CH3:15])=[O:12])=[N:7][C:6]=2[CH:16]=1.[CH3:19][C:20]1([C:41]([O:43][CH2:44][CH3:45])=[O:42])[CH2:25][CH2:24][N:23]([C:26]2[N:31]=[CH:30][C:29](B3OC(C)(C)C(C)(C)O3)=[CH:28][N:27]=2)[CH2:22][CH2:21]1.C(Cl)Cl.C(=O)([O-])[O-].[Cs+].[Cs+]. (4) Given the product [ClH:20].[ClH:20].[OH:38][CH:35]1[CH2:34][CH2:33][N:32]([CH2:31][CH2:30][N:27]2[CH2:26][CH2:25][CH:24]([NH:23][C:15]([C:9]3[NH:10][C:11]4[C:7]([CH:8]=3)=[C:6]([O:5][CH2:4][CH2:3][C:2]([CH3:1])([CH3:19])[CH3:18])[CH:14]=[CH:13][CH:12]=4)=[O:17])[CH2:29][CH2:28]2)[CH2:37][CH2:36]1, predict the reactants needed to synthesize it. The reactants are: [CH3:1][C:2]([CH3:19])([CH3:18])[CH2:3][CH2:4][O:5][C:6]1[CH:14]=[CH:13][CH:12]=[C:11]2[C:7]=1[CH:8]=[C:9]([C:15]([OH:17])=O)[NH:10]2.[ClH:20].Cl.Cl.[NH2:23][CH:24]1[CH2:29][CH2:28][N:27]([CH2:30][CH2:31][N:32]2[CH2:37][CH2:36][CH:35]([OH:38])[CH2:34][CH2:33]2)[CH2:26][CH2:25]1. (5) Given the product [CH2:12]([O:14][P:15]([CH2:2][C:3]1[O:4][C:5]([C:8]([CH3:11])([CH3:10])[CH3:9])=[CH:6][N:7]=1)(=[O:19])[O:16][CH2:17][CH3:18])[CH3:13], predict the reactants needed to synthesize it. The reactants are: Cl[CH2:2][C:3]1[O:4][C:5]([C:8]([CH3:11])([CH3:10])[CH3:9])=[CH:6][N:7]=1.[CH2:12]([O:14][P:15]([O:19]CC)[O:16][CH2:17][CH3:18])[CH3:13].